Task: Predict the reactants needed to synthesize the given product.. Dataset: Full USPTO retrosynthesis dataset with 1.9M reactions from patents (1976-2016) (1) The reactants are: [Cl:1][C:2]1[CH:3]=[C:4]2[C:9](=[CH:10][C:11]=1[C:12]([N:14]1[CH2:18][CH2:17][CH2:16][CH2:15]1)=[O:13])[N:8]=[CH:7][N:6]=[C:5]2[NH:19][CH:20]([C:26]1[N:30](C(OC(C)(C)C)=O)[C:29]2[CH:38]=[CH:39][C:40]([Cl:42])=[CH:41][C:28]=2[N:27]=1)[CH2:21][CH2:22][C:23]([OH:25])=O.[F:43][C:44]([F:48])([F:47])[CH2:45][NH2:46].CN(C(ON1N=NC2C=CC=CC1=2)=[N+](C)C)C.[B-](F)(F)(F)F.FC(F)(F)C(O)=O. Given the product [Cl:1][C:2]1[CH:3]=[C:4]2[C:9](=[CH:10][C:11]=1[C:12]([N:14]1[CH2:15][CH2:16][CH2:17][CH2:18]1)=[O:13])[N:8]=[CH:7][N:6]=[C:5]2[NH:19][CH:20]([C:26]1[NH:30][C:29]2[CH:38]=[CH:39][C:40]([Cl:42])=[CH:41][C:28]=2[N:27]=1)[CH2:21][CH2:22][C:23]([NH:46][CH2:45][C:44]([F:48])([F:47])[F:43])=[O:25], predict the reactants needed to synthesize it. (2) Given the product [CH2:1]([O:3][C:4](=[O:15])[C:5]1[CH:10]=[CH:9][C:8]([C:25]2[CH:29]=[C:28]([CH3:30])[S:27][C:26]=2[S:31](=[O:32])(=[O:33])[N:34]([C:41]2[C:45]([CH3:46])=[C:44]([CH3:47])[O:43][N:42]=2)[CH2:35][O:36][CH2:37][CH2:38][O:39][CH3:40])=[C:7]([CH2:12][O:13][CH3:14])[CH:6]=1)[CH3:2], predict the reactants needed to synthesize it. The reactants are: [CH2:1]([O:3][C:4](=[O:15])[C:5]1[CH:10]=[CH:9][C:8](Br)=[C:7]([CH2:12][O:13][CH3:14])[CH:6]=1)[CH3:2].C(=O)([O-])[O-].[Na+].[Na+].B([C:25]1[CH:29]=[C:28]([CH3:30])[S:27][C:26]=1[S:31]([N:34]([C:41]1[C:45]([CH3:46])=[C:44]([CH3:47])[O:43][N:42]=1)[CH2:35][O:36][CH2:37][CH2:38][O:39][CH3:40])(=[O:33])=[O:32])(O)O. (3) Given the product [CH2:18]([O:17][C:15]([NH:14][C@H:4]([CH2:5][O:6][Si:7]([C:10]([CH3:13])([CH3:12])[CH3:11])([CH3:8])[CH3:9])[C:3]([OH:25])=[O:2])=[O:16])[C:19]1[CH:20]=[CH:21][CH:22]=[CH:23][CH:24]=1, predict the reactants needed to synthesize it. The reactants are: C[O:2][C:3](=[O:25])[C@H:4]([NH:14][C:15]([O:17][CH2:18][C:19]1[CH:24]=[CH:23][CH:22]=[CH:21][CH:20]=1)=[O:16])[CH2:5][O:6][Si:7]([C:10]([CH3:13])([CH3:12])[CH3:11])([CH3:9])[CH3:8].[OH-].[Li+].C(OCC)(=O)C.Cl. (4) Given the product [C:4]([O:6][C:1](=[O:7])/[CH:2]=[CH:14]/[CH2:17][CH2:19][C@H:12]([OH:11])[CH3:13])([CH3:3])([CH3:5])[CH3:26], predict the reactants needed to synthesize it. The reactants are: [C:1]1(=[O:7])[O:6][C@H:4]([CH3:5])[CH2:3][CH2:2]1.C([O:11][CH2:12][CH3:13])(=O)C.[C:14]([CH:17]([CH:19](C([O-])=O)O)O)([O-])=O.[Na+].[K+].[CH2:26]1COCC1. (5) Given the product [N+:7]([C:6]1[CH:5]=[CH:4][C:3]([O:10][CH2:17][C@H:18]2[O:20][CH2:19]2)=[CH:2][CH:1]=1)([O-:9])=[O:8], predict the reactants needed to synthesize it. The reactants are: [CH:1]1[C:6]([N+:7]([O-:9])=[O:8])=[CH:5][CH:4]=[C:3]([OH:10])[CH:2]=1.[F-].[Cs+].S(C1C=CC([N+]([O-])=O)=CC=1)(O[CH2:17][C@H:18]1[O:20][CH2:19]1)(=O)=O.O. (6) Given the product [F:1][C:2]1[CH:10]=[CH:9][C:5]([C:6]([N:11]2[CH2:12][CH2:13][CH:14]([N:17]3[CH:21]=[C:20]([O:22][C:23]4[N:24]=[C:25]([OH:33])[C:26]5[CH:32]=[CH:31][N:30]=[CH:29][C:27]=5[N:28]=4)[CH:19]=[N:18]3)[CH2:15][CH2:16]2)=[O:7])=[CH:4][CH:3]=1, predict the reactants needed to synthesize it. The reactants are: [F:1][C:2]1[CH:10]=[CH:9][C:5]([C:6](Cl)=[O:7])=[CH:4][CH:3]=1.[NH:11]1[CH2:16][CH2:15][CH:14]([N:17]2[CH:21]=[C:20]([O:22][C:23]3[N:24]=[C:25]([OH:33])[C:26]4[CH:32]=[CH:31][N:30]=[CH:29][C:27]=4[N:28]=3)[CH:19]=[N:18]2)[CH2:13][CH2:12]1. (7) Given the product [CH2:19]([NH:18][C:16](=[O:17])[NH:15][C:13]1[S:14][C:10]2[C:9]([C:22]3[CH:27]=[CH:26][CH:25]=[CH:24][N:23]=3)=[CH:8][C:7]([C:38]3[CH:39]=[N:40][C:34]4[NH:33][C:32](=[O:50])[C:31]([CH3:30])([C:51]([O:53][CH2:54][CH3:55])=[O:52])[O:36][C:35]=4[CH:37]=3)=[CH:21][C:11]=2[N:12]=1)[CH3:20], predict the reactants needed to synthesize it. The reactants are: FC(F)(F)S(O[C:7]1[CH:8]=[C:9]([C:22]2[CH:27]=[CH:26][CH:25]=[CH:24][N:23]=2)[C:10]2[S:14][C:13]([NH:15][C:16]([NH:18][CH2:19][CH3:20])=[O:17])=[N:12][C:11]=2[CH:21]=1)(=O)=O.[CH3:30][C:31]1([C:51]([O:53][CH2:54][CH3:55])=[O:52])[O:36][C:35]2[CH:37]=[C:38](B3OC(C)(C)C(C)(C)O3)[CH:39]=[N:40][C:34]=2[NH:33][C:32]1=[O:50].ClC1N2N=C(N)N=C2C=C(Cl)C=1.P([O-])([O-])([O-])=O.[K+].[K+].[K+]. (8) Given the product [CH3:1][O:2][C:3]1[CH:4]=[C:5]([N:9]2[C:18]3[C:13](=[CH:14][C:15]([F:32])=[C:16]([N:19]4[CH2:23][CH2:22][CH:21]([NH:24][C:25]([O:27][C:28]([CH3:31])([CH3:29])[CH3:30])=[O:26])[CH2:20]4)[CH:17]=3)[C:12](=[O:33])[N:11]([OH:34])[C:10]2=[O:42])[CH:6]=[CH:7][CH:8]=1, predict the reactants needed to synthesize it. The reactants are: [CH3:1][O:2][C:3]1[CH:4]=[C:5]([N:9]2[C:18]3[C:13](=[CH:14][C:15]([F:32])=[C:16]([N:19]4[CH2:23][CH2:22][CH:21]([NH:24][C:25]([O:27][C:28]([CH3:31])([CH3:30])[CH3:29])=[O:26])[CH2:20]4)[CH:17]=3)[C:12](=[O:33])[N:11]([O:34]CC3C=CC=CC=3)[C:10]2=[O:42])[CH:6]=[CH:7][CH:8]=1. (9) The reactants are: [NH2:1][C:2]1[CH:3]=[CH:4][C:5]([Cl:9])=[C:6]([OH:8])[CH:7]=1.[C:10]([C:14]1[O:18][N:17]=[C:16]([N:19]=[C:20]=[O:21])[CH:15]=1)([CH3:13])([CH3:12])[CH3:11]. Given the product [C:10]([C:14]1[O:18][N:17]=[C:16]([NH:19][C:20]([NH:1][C:2]2[CH:3]=[CH:4][C:5]([Cl:9])=[C:6]([OH:8])[CH:7]=2)=[O:21])[CH:15]=1)([CH3:13])([CH3:11])[CH3:12], predict the reactants needed to synthesize it. (10) The reactants are: [Cl:1][C:2]1[C:7]([F:8])=[CH:6][CH:5]=[C:4]([Cl:9])[C:3]=1[C@H:10]([O:12][C:13]1[C:14]([NH2:28])=[N:15][CH:16]=[C:17](B2OC(C)(C)C(C)(C)O2)[CH:18]=1)[CH3:11].[C:29]([O:33][C:34]([N:36]1[CH2:41][CH2:40][CH:39]([N:42]2[CH:46]=[C:45](Br)[CH:44]=[N:43]2)[CH2:38][CH2:37]1)=[O:35])([CH3:32])([CH3:31])[CH3:30].C([O-])([O-])=O.[Na+].[Na+]. Given the product [C:29]([O:33][C:34]([N:36]1[CH2:37][CH2:38][CH:39]([N:42]2[CH:46]=[C:45]([C:17]3[CH:16]=[N:15][C:14]([NH2:28])=[C:13]([O:12][C@@H:10]([C:3]4[C:4]([Cl:9])=[CH:5][CH:6]=[C:7]([F:8])[C:2]=4[Cl:1])[CH3:11])[CH:18]=3)[CH:44]=[N:43]2)[CH2:40][CH2:41]1)=[O:35])([CH3:32])([CH3:30])[CH3:31], predict the reactants needed to synthesize it.